From a dataset of Reaction yield outcomes from USPTO patents with 853,638 reactions. Predict the reaction yield, written as a fraction of the theoretical maximum amount of product (1.0 means a 100% yield; for example, 0.34 means a 34% yield). (1) The reactants are [CH3:1][C:2]([CH3:8])([CH3:7])[CH2:3][C:4](Cl)=[O:5].[CH3:9][C:10]1[CH:14]=[C:13]([N:15]2[C:19]3=[N:20][C:21]([C:24]([F:27])([F:26])[F:25])=[CH:22][CH:23]=[C:18]3[N:17]=[C:16]2[NH2:28])[O:12][N:11]=1.C(N(CC)CC)C.N. The catalyst is C(Cl)Cl. The product is [CH3:1][C:2]([CH3:8])([CH3:7])[CH2:3][C:4]([NH:28][C:16]1[N:15]([C:13]2[O:12][N:11]=[C:10]([CH3:9])[CH:14]=2)[C:19]2=[N:20][C:21]([C:24]([F:25])([F:26])[F:27])=[CH:22][CH:23]=[C:18]2[N:17]=1)=[O:5]. The yield is 0.670. (2) The reactants are [C:1]1([CH:7]([C:20]2[CH:25]=[CH:24][CH:23]=[CH:22][CH:21]=2)[CH2:8][CH2:9][NH:10][C:11](=[O:19])[C:12]2[CH:17]=[CH:16][CH:15]=[N:14][C:13]=2F)[CH:6]=[CH:5][CH:4]=[CH:3][CH:2]=1.[N:26]1([CH2:32][CH2:33][NH2:34])[CH2:31][CH2:30][CH2:29][CH2:28][CH2:27]1. No catalyst specified. The product is [C:1]1([CH:7]([C:20]2[CH:25]=[CH:24][CH:23]=[CH:22][CH:21]=2)[CH2:8][CH2:9][NH:10][C:11](=[O:19])[C:12]2[CH:17]=[CH:16][CH:15]=[N:14][C:13]=2[NH:34][CH2:33][CH2:32][N:26]2[CH2:31][CH2:30][CH2:29][CH2:28][CH2:27]2)[CH:6]=[CH:5][CH:4]=[CH:3][CH:2]=1. The yield is 0.171. (3) The reactants are [CH3:1][C:2]1[CH:3]=[CH:4][C:5]([N:19]2[N:23]=[CH:22][CH:21]=[N:20]2)=[C:6]([CH:18]=1)[C:7]([N:9]1[CH2:13][CH2:12][CH2:11][C@H:10]1[C:14]([O:16]C)=[O:15])=[O:8].[OH-].[Na+]. The catalyst is CO.C1COCC1. The product is [CH3:1][C:2]1[CH:3]=[CH:4][C:5]([N:19]2[N:20]=[CH:21][CH:22]=[N:23]2)=[C:6]([CH:18]=1)[C:7]([N:9]1[CH2:13][CH2:12][CH2:11][C@H:10]1[C:14]([OH:16])=[O:15])=[O:8]. The yield is 0.870. (4) The reactants are Cl.[CH3:2][NH:3][CH2:4][CH2:5][NH:6][C:7](=[O:34])[C:8]1[CH:13]=[CH:12][C:11](/[CH:14]=[CH:15]/[CH:16]([C:21]2[CH:26]=[C:25]([Cl:27])[C:24]([Cl:28])=[C:23]([Cl:29])[CH:22]=2)[C:17]([F:20])([F:19])[F:18])=[CH:10][C:9]=1[C:30]([F:33])([F:32])[F:31].C(=O)(O)[O-].[Na+]. The catalyst is ClCCl. The product is [CH3:2][NH:3][CH2:4][CH2:5][NH:6][C:7](=[O:34])[C:8]1[CH:13]=[CH:12][C:11](/[CH:14]=[CH:15]/[CH:16]([C:21]2[CH:22]=[C:23]([Cl:29])[C:24]([Cl:28])=[C:25]([Cl:27])[CH:26]=2)[C:17]([F:18])([F:19])[F:20])=[CH:10][C:9]=1[C:30]([F:31])([F:33])[F:32]. The yield is 0.510. (5) The reactants are [NH2:1][C:2]1[CH:7]=[C:6]([C:8](=[O:10])[CH3:9])[CH:5]=[CH:4][N:3]=1.[BH4-].[Na+]. The catalyst is CO. The product is [NH2:1][C:2]1[CH:7]=[C:6]([CH:8]([OH:10])[CH3:9])[CH:5]=[CH:4][N:3]=1. The yield is 0.450. (6) The reactants are Cl[C:2]1[N:9]=[C:8]([C:10]2OC=[CH:13][CH:14]=2)[C:7]([C:15]2[CH:20]=[CH:19][N:18]=[CH:17][N:16]=2)=[CH:6][C:3]=1[C:4]#[N:5].O.[NH2:22][NH2:23].[C:24](=[O:27])([O-])O.[Na+]. The catalyst is C(O)C. The product is [O:27]1[CH:24]=[CH:13][CH:14]=[C:10]1[C:8]1[N:9]=[C:2]2[NH:22][N:23]=[C:4]([NH2:5])[C:3]2=[CH:6][C:7]=1[C:15]1[CH:20]=[CH:19][N:18]=[CH:17][N:16]=1. The yield is 0.710. (7) The reactants are Cl.[C:2]1([CH3:10])[CH:7]=[CH:6][CH:5]=[C:4]([NH:8][NH2:9])[CH:3]=1.[F:11][C:12]([F:19])([F:18])[C:13](=O)[CH2:14][C:15]#[N:16]. No catalyst specified. The product is [C:2]1([CH3:10])[CH:7]=[CH:6][CH:5]=[C:4]([N:8]2[C:15]([NH2:16])=[CH:14][C:13]([C:12]([F:19])([F:18])[F:11])=[N:9]2)[CH:3]=1. The yield is 0.220. (8) The reactants are [F:1][C:2]1[CH:3]=[C:4]([CH2:8][C:9]([OH:11])=O)[CH:5]=[CH:6][CH:7]=1.C(Cl)(=O)C(Cl)=O.[Br:18][C:19]1[CH:24]=[CH:23][C:22]([O:25]C)=[CH:21][CH:20]=1.[Al+3].[Cl-].[Cl-].[Cl-]. The catalyst is ClCCl.CN(C=O)C. The product is [Br:18][C:19]1[CH:20]=[CH:21][C:22]([OH:25])=[C:23]([C:9](=[O:11])[CH2:8][C:4]2[CH:5]=[CH:6][CH:7]=[C:2]([F:1])[CH:3]=2)[CH:24]=1. The yield is 0.800. (9) The reactants are [CH2:1]([O:8][N:9]1[C:15](=[O:16])[N:14]2[CH2:17][C@H:10]1[CH2:11][CH2:12][C@H:13]2[C:18]([OH:20])=O)[C:2]1[CH:7]=[CH:6][CH:5]=[CH:4][CH:3]=1.[NH2:21][O:22][CH2:23][CH:24]1[O:29][CH2:28][CH2:27][N:26]([C:30]([O:32][C:33]([CH3:36])([CH3:35])[CH3:34])=[O:31])[CH2:25]1.ON1C2C=CC=CC=2N=N1.Cl.C(N=C=NCCCN(C)C)C. The catalyst is C(Cl)Cl. The product is [CH2:1]([O:8][N:9]1[C:15](=[O:16])[N:14]2[CH2:17][C@H:10]1[CH2:11][CH2:12][C@H:13]2[C:18]([NH:21][O:22][CH2:23][CH:24]1[O:29][CH2:28][CH2:27][N:26]([C:30]([O:32][C:33]([CH3:36])([CH3:35])[CH3:34])=[O:31])[CH2:25]1)=[O:20])[C:2]1[CH:3]=[CH:4][CH:5]=[CH:6][CH:7]=1. The yield is 0.790. (10) The reactants are Br[CH:2]([CH2:11][CH3:12])[C:3]([C:5]1[CH:10]=[CH:9][CH:8]=[CH:7][CH:6]=1)=O.[S-:13][C:14]#[N:15].[K+].O.[CH2:18](O)C. No catalyst specified. The product is [CH2:11]([CH:2]([S:13][C:14]#[N:15])[C:3]([C:5]1[CH:10]=[CH:9][CH:8]=[CH:7][CH:6]=1)=[CH2:18])[CH3:12]. The yield is 0.920.